Predict which catalyst facilitates the given reaction. From a dataset of Catalyst prediction with 721,799 reactions and 888 catalyst types from USPTO. Reactant: C[Si]([C:5]#[C:6][C:7]1[S:11][C:10]([C:12]2[O:16][CH:15]=[N:14][CH:13]=2)=[CH:9][CH:8]=1)(C)C.CO.C1COCC1.[OH-].[K+].CO. Product: [C:6]([C:7]1[S:11][C:10]([C:12]2[O:16][CH:15]=[N:14][CH:13]=2)=[CH:9][CH:8]=1)#[CH:5]. The catalyst class is: 15.